This data is from NCI-60 drug combinations with 297,098 pairs across 59 cell lines. The task is: Regression. Given two drug SMILES strings and cell line genomic features, predict the synergy score measuring deviation from expected non-interaction effect. (1) Drug 1: CC12CCC(CC1=CCC3C2CCC4(C3CC=C4C5=CN=CC=C5)C)O. Drug 2: CC(C)NC(=O)C1=CC=C(C=C1)CNNC.Cl. Cell line: UO-31. Synergy scores: CSS=25.3, Synergy_ZIP=12.7, Synergy_Bliss=9.16, Synergy_Loewe=-2.81, Synergy_HSA=9.68. (2) Drug 2: CN(C)C1=NC(=NC(=N1)N(C)C)N(C)C. Drug 1: CC1=C2C(C(=O)C3(C(CC4C(C3C(C(C2(C)C)(CC1OC(=O)C(C(C5=CC=CC=C5)NC(=O)OC(C)(C)C)O)O)OC(=O)C6=CC=CC=C6)(CO4)OC(=O)C)OC)C)OC. Cell line: NCI-H226. Synergy scores: CSS=27.1, Synergy_ZIP=0.851, Synergy_Bliss=-0.0200, Synergy_Loewe=-29.5, Synergy_HSA=-1.82. (3) Drug 1: CC1OCC2C(O1)C(C(C(O2)OC3C4COC(=O)C4C(C5=CC6=C(C=C35)OCO6)C7=CC(=C(C(=C7)OC)O)OC)O)O. Drug 2: C1CN(CCN1C(=O)CCBr)C(=O)CCBr. Cell line: HS 578T. Synergy scores: CSS=31.2, Synergy_ZIP=-0.604, Synergy_Bliss=-0.443, Synergy_Loewe=-3.16, Synergy_HSA=4.15. (4) Drug 1: CN1CCC(CC1)COC2=C(C=C3C(=C2)N=CN=C3NC4=C(C=C(C=C4)Br)F)OC. Drug 2: CC1=C(C=C(C=C1)NC2=NC=CC(=N2)N(C)C3=CC4=NN(C(=C4C=C3)C)C)S(=O)(=O)N.Cl. Cell line: MCF7. Synergy scores: CSS=4.32, Synergy_ZIP=-0.746, Synergy_Bliss=3.40, Synergy_Loewe=-5.36, Synergy_HSA=0.586. (5) Drug 1: CC1=C(C=C(C=C1)NC2=NC=CC(=N2)N(C)C3=CC4=NN(C(=C4C=C3)C)C)S(=O)(=O)N.Cl. Drug 2: CC1=C(C=C(C=C1)C(=O)NC2=CC(=CC(=C2)C(F)(F)F)N3C=C(N=C3)C)NC4=NC=CC(=N4)C5=CN=CC=C5. Cell line: SW-620. Synergy scores: CSS=-8.88, Synergy_ZIP=8.43, Synergy_Bliss=6.90, Synergy_Loewe=-1.15, Synergy_HSA=-4.58. (6) Drug 1: C1CC(=O)NC(=O)C1N2CC3=C(C2=O)C=CC=C3N. Cell line: SF-268. Drug 2: CCC1(CC2CC(C3=C(CCN(C2)C1)C4=CC=CC=C4N3)(C5=C(C=C6C(=C5)C78CCN9C7C(C=CC9)(C(C(C8N6C)(C(=O)OC)O)OC(=O)C)CC)OC)C(=O)OC)O.OS(=O)(=O)O. Synergy scores: CSS=33.9, Synergy_ZIP=-6.64, Synergy_Bliss=-2.14, Synergy_Loewe=-36.7, Synergy_HSA=0.101.